From a dataset of Forward reaction prediction with 1.9M reactions from USPTO patents (1976-2016). Predict the product of the given reaction. (1) Given the reactants [C:1]([OH:10])(=O)[C:2]1[C:3](=[CH:5][CH:6]=[CH:7][CH:8]=1)[NH2:4].[CH3:11][NH2:12].[CH3:13][C:14]1[CH:21]=[C:20]([O:22][CH3:23])[CH:19]=[CH:18][C:15]=1[CH:16]=O.OC1[CH2:30][CH2:29][N:28](C(OC(C)(C)C)=O)[CH2:27][CH2:26]1.[C:38]1(=O)[CH2:42][CH2:41][CH2:40][CH2:39]1, predict the reaction product. The product is: [CH3:11][N:12]1[C:1](=[O:10])[C:2]2[C:3](=[CH:5][CH:6]=[CH:7][CH:8]=2)[N:4]=[C:16]1[C:15]1[CH:18]=[CH:19][C:20]([O:22][CH:23]2[CH2:30][CH2:29][N:28]([CH:38]3[CH2:42][CH2:41][CH2:40][CH2:39]3)[CH2:27][CH2:26]2)=[CH:21][C:14]=1[CH3:13]. (2) The product is: [N:1]([CH2:4][CH2:5][NH:6][C:7]([C:8]1[CH:9]=[CH:10][C:11]([C:12]2[CH:13]=[CH:14][CH:15]=[CH:16][CH:17]=2)=[CH:26][CH:25]=1)=[O:21])=[N+:2]=[N-:3]. Given the reactants [N:1]([CH2:4][CH2:5][NH:6][C:7](=[O:21])[CH2:8][CH2:9][CH2:10][CH2:11][CH2:12][CH2:13][CH2:14][CH2:15][CH2:16][CH2:17]CCC)=[N+:2]=[N-:3].N([CH2:25][CH2:26]N)=[N+]=[N-].C(N(CC)CC)C, predict the reaction product.